This data is from Forward reaction prediction with 1.9M reactions from USPTO patents (1976-2016). The task is: Predict the product of the given reaction. (1) Given the reactants ClC1C=CC([C@@H]2[C@@H]([C@@H](OC3C=CC(Cl)=C(Cl)C=3)C)CCN(C(C3CCN([C:33]4[CH:38]=[CH:37][C:36]([C:39]#[N:40])=[CH:35][N:34]=4)CC3)=O)C2)=CC=1.N1CCCCC1.C([N:54]1[CH2:59][CH2:58][C@H:57]([C@H:60]([OH:62])[CH3:61])[C@@H:56]([C:63]2[CH:68]=[CH:67][C:66]([F:69])=[C:65]([F:70])[CH:64]=2)[CH2:55]1)C1C=CC=CC=1.C(C1C=NC(O)=CC=1)#N.ClC(OC(Cl)=O)C.CCN(C(C)C)C(C)C, predict the reaction product. The product is: [F:70][C:65]1[CH:64]=[C:63]([C@@H:56]2[C@@H:57]([C@@H:60]([O:62][C:33]3[CH:38]=[CH:37][C:36]([C:39]#[N:40])=[CH:35][N:34]=3)[CH3:61])[CH2:58][CH2:59][NH:54][CH2:55]2)[CH:68]=[CH:67][C:66]=1[F:69]. (2) Given the reactants [NH2:1][CH2:2][CH:3]([C:9]1([CH3:14])[O:13][CH2:12][CH2:11][O:10]1)[C:4]([O:6][CH2:7][CH3:8])=[O:5].[CH:15]1[CH:20]=[C:19]2[CH:21]=[CH:22][C:23]3[C:28](=O)[O:27][C:25](=[O:26])[C:24]=3[C:18]2=[CH:17][CH:16]=1, predict the reaction product. The product is: [O:26]=[C:25]1[C:24]2[C:18]3[CH:17]=[CH:16][CH:15]=[CH:20][C:19]=3[CH:21]=[CH:22][C:23]=2[C:28](=[O:27])[N:1]1[CH2:2][CH:3]([C:9]1([CH3:14])[O:10][CH2:11][CH2:12][O:13]1)[C:4]([O:6][CH2:7][CH3:8])=[O:5]. (3) Given the reactants Cl.[NH2:2][O:3][CH2:4][CH2:5][CH3:6].[C:7]([CH:10]1[CH2:13][N:12]([C:14](=[O:28])/[CH:15]=[CH:16]/[C:17]2[CH:18]=[C:19]3[C:24](=[N:25][CH:26]=2)[NH:23][C:22](=[O:27])[CH2:21][CH2:20]3)[CH2:11]1)(=O)[CH3:8], predict the reaction product. The product is: [O:28]=[C:14]([N:12]1[CH2:13][CH:10](/[C:7](=[N:2]\[O:3][CH2:4][CH2:5][CH3:6])/[CH3:8])[CH2:11]1)/[CH:15]=[CH:16]/[C:17]1[CH:18]=[C:19]2[C:24](=[N:25][CH:26]=1)[NH:23][C:22](=[O:27])[CH2:21][CH2:20]2. (4) Given the reactants FC(F)(F)C(O)=O.[NH:8]1[CH2:12][CH2:11][C@H:10]([CH2:13][NH:14][C:15]([C:17]2[S:21][C:20]3[CH:22]=[C:23]([Cl:26])[CH:24]=[CH:25][C:19]=3[CH:18]=2)=[O:16])[CH2:9]1.[N+](C1C=CC([O:36][C:37](=O)[NH:38][C:39]2[CH:44]=[CH:43][C:42]([N:45]3[CH:50]=[CH:49][CH:48]=[CH:47][C:46]3=[O:51])=[CH:41][C:40]=2[F:52])=CC=1)([O-])=O, predict the reaction product. The product is: [F:52][C:40]1[CH:41]=[C:42]([N:45]2[CH:50]=[CH:49][CH:48]=[CH:47][C:46]2=[O:51])[CH:43]=[CH:44][C:39]=1[NH:38][C:37]([N:8]1[CH2:12][CH2:11][C@H:10]([CH2:13][NH:14][C:15]([C:17]2[S:21][C:20]3[CH:22]=[C:23]([Cl:26])[CH:24]=[CH:25][C:19]=3[CH:18]=2)=[O:16])[CH2:9]1)=[O:36]. (5) Given the reactants [CH3:1][O:2][N:3]([CH3:17])[C:4](=[O:16])[C:5]1[CH:10]=[CH:9][C:8]([C:11]2[N:12]=[N:13][NH:14][N:15]=2)=[CH:7][CH:6]=1.[C:18](=O)([O-])[O-].[K+].[K+].IC.O, predict the reaction product. The product is: [CH3:1][O:2][N:3]([CH3:17])[C:4](=[O:16])[C:5]1[CH:6]=[CH:7][C:8]([C:11]2[N:12]=[N:13][N:14]([CH3:18])[N:15]=2)=[CH:9][CH:10]=1. (6) The product is: [ClH:11].[NH2:1][CH2:2][CH2:3][CH2:4][CH2:5][CH2:6][C:7]([O:9][CH3:10])=[O:8]. Given the reactants [NH2:1][CH2:2][CH2:3][CH2:4][CH2:5][CH2:6][C:7]([O:9][CH3:10])=[O:8].[ClH:11], predict the reaction product. (7) Given the reactants [Br:1][C:2]1[CH:3]=[N:4][CH:5]=[C:6]2[C:11]=1[N:10]=[C:9]([C:12]([OH:14])=[O:13])[CH:8]=[CH:7]2.S(Cl)(Cl)=O.[CH3:19]O, predict the reaction product. The product is: [CH3:19][O:13][C:12]([C:9]1[CH:8]=[CH:7][C:6]2[C:11](=[C:2]([Br:1])[CH:3]=[N:4][CH:5]=2)[N:10]=1)=[O:14].